Task: Predict the reaction yield, written as a fraction of the theoretical maximum amount of product (1.0 means a 100% yield; for example, 0.34 means a 34% yield).. Dataset: Reaction yield outcomes from USPTO patents with 853,638 reactions (1) The reactants are [CH2:1]([C:4]1[CH:9]=[C:8]([Cl:10])[CH:7]=[C:6]([Br:11])[C:5]=1[OH:12])[CH:2]=C.[O:13]=[O+][O-].[BH4-].[Na+]. The catalyst is ClCCl. The product is [Br:11][C:6]1[CH:7]=[C:8]([Cl:10])[CH:9]=[C:4]([CH2:1][CH2:2][OH:13])[C:5]=1[OH:12]. The yield is 0.420. (2) The reactants are [CH3:1][O:2][C:3](=[O:16])[C:4]1[CH:9]=[CH:8][C:7](I)=[C:6]([O:11][CH2:12][C:13]([CH3:15])=[CH2:14])[CH:5]=1.C(=O)([O-])[O-].[K+].[K+].[CH:23]1[C:32]2[C:27](=[CH:28][CH:29]=[CH:30][CH:31]=2)[CH:26]=[CH:25][C:24]=1B(O)O. The catalyst is CN(C=O)C.[Cl-].C([N+](CCCC)(CCCC)CCCC)CCC.C([O-])(=O)C.[Pd+2].C([O-])(=O)C. The product is [CH3:1][O:2][C:3]([C:4]1[CH:9]=[CH:8][C:7]2[C:13]([CH3:15])([CH2:14][C:25]3[CH:24]=[CH:23][C:32]4[C:27](=[CH:28][CH:29]=[CH:30][CH:31]=4)[CH:26]=3)[CH2:12][O:11][C:6]=2[CH:5]=1)=[O:16]. The yield is 0.220. (3) The reactants are [H-].[H-].[H-].[H-].[Li+].[Al+3].C([O:9][C:10](=O)[C:11]1[CH:16]=[CH:15][C:14]([CH2:17][N:18]2[CH2:23][CH2:22][N:21]([CH2:24][CH3:25])[CH2:20][CH2:19]2)=[CH:13][CH:12]=1)C.[OH-].[Na+].O. The catalyst is C1COCC1. The product is [CH2:24]([N:21]1[CH2:22][CH2:23][N:18]([CH2:17][C:14]2[CH:15]=[CH:16][C:11]([CH2:10][OH:9])=[CH:12][CH:13]=2)[CH2:19][CH2:20]1)[CH3:25]. The yield is 0.780. (4) The reactants are C(N(CC)CC)C.[CH2:8]([C:11]1([CH2:18][CH:19]=[CH2:20])[CH2:15][NH:14][C@@H:13]([CH2:16][OH:17])[CH2:12]1)[CH:9]=[CH2:10].[S:21](Cl)(Cl)(=[O:23])=[O:22]. The catalyst is C(Cl)Cl. The product is [CH2:18]([C:11]1([CH2:8][CH:9]=[CH2:10])[CH2:15][N:14]2[S:21](=[O:23])(=[O:22])[O:17][CH2:16][C@H:13]2[CH2:12]1)[CH:19]=[CH2:20]. The yield is 0.307. (5) The reactants are [CH3:1][CH:2]([CH2:4][CH2:5][CH2:6][C@H:7]([C@@H:9]1[C@:27]2([CH3:28])[C@H:12]([C@H:13]3[C@H:24]([CH2:25][CH2:26]2)[C@:22]2([CH3:23])[C:16]([CH2:17][C@H:18]([CH2:20][CH2:21]2)[OH:19])=[CH:15][CH2:14]3)[CH2:11][CH2:10]1)[CH3:8])[CH3:3].C(N(C(C)C)[P:33](Cl)[O:34]CC)(C)C.[CH:41](N(CC)C(C)C)(C)C.[CH:50]1[C:55]([F:56])=[CH:54][C:53]([F:57])=[C:52]([C:58]([OH:71])([CH2:65][N:66]2[N:70]=[CH:69][N:68]=[CH:67]2)[CH2:59][N:60]2[N:64]=[CH:63][N:62]=[CH:61]2)[CH:51]=1.N1C=NN=N1.OO.[O:79]1CC[CH2:81][CH2:80]1. The product is [P:33]([O:19][C@H:18]1[CH2:17][C:16]2[C@@:22]([CH3:23])([C@@H:24]3[C@@H:13]([CH2:14][CH:15]=2)[C@H:12]2[C@@:27]([CH3:28])([C@@:9]([CH3:41])([C@@H:7]([CH2:6][CH2:5][CH2:4][CH:2]([CH3:1])[CH3:3])[CH3:8])[CH2:10][CH2:11]2)[CH2:26][CH2:25]3)[CH2:21][CH2:20]1)([O:79][CH2:80][CH3:81])([O:71][C:58]([C:52]1[CH:51]=[CH:50][C:55]([F:56])=[CH:54][C:53]=1[F:57])([CH2:59][N:60]1[CH:61]=[N:62][CH:63]=[N:64]1)[CH2:65][N:66]1[CH:67]=[N:68][CH:69]=[N:70]1)=[O:34]. The yield is 0.760. No catalyst specified.